From a dataset of CYP2C9 inhibition data for predicting drug metabolism from PubChem BioAssay. Regression/Classification. Given a drug SMILES string, predict its absorption, distribution, metabolism, or excretion properties. Task type varies by dataset: regression for continuous measurements (e.g., permeability, clearance, half-life) or binary classification for categorical outcomes (e.g., BBB penetration, CYP inhibition). Dataset: cyp2c9_veith. (1) The compound is CC(=O)Nc1cccc(N2C(=O)CCC2=O)c1. The result is 0 (non-inhibitor). (2) The result is 1 (inhibitor). The drug is COC(=O)C1=C(NC(=O)c2cccc(OC)c2)CCS1. (3) The drug is Cc1cc2c(cc1Cl)N(C(=O)Nc1ccnc3ccccc13)CC2. The result is 0 (non-inhibitor). (4) The molecule is Cc1noc(C)c1-c1nc(N2CCNCC2)c2ccccc2n1. The result is 0 (non-inhibitor). (5) The compound is O=C(c1cc(C(F)(F)F)cc(C(F)(F)F)c1)N1CCC[C@@]2(CCN(c3ccccn3)C2)C1. The result is 0 (non-inhibitor). (6) The molecule is O=C1Nc2ccccc2C1=Nc1ccc(S(=O)(=O)Nc2nccs2)cc1. The result is 0 (non-inhibitor). (7) The compound is CN1CCCN(C2C3CC4CC(C3)CC2C4)CC1. The result is 0 (non-inhibitor). (8) The drug is CCCS(=O)(=O)N1CCCC(C(=O)NCCN(Cc2ccccc2)C(C)C)C1. The result is 0 (non-inhibitor). (9) The drug is CN1CCN(NC(=O)c2ccccc2F)CC1. The result is 0 (non-inhibitor). (10) The molecule is Cc1oc2ccc(NS(=O)(=O)c3ccc(C(C)(C)C)cc3)cc2c1C(=O)Nc1ccccc1. The result is 1 (inhibitor).